Dataset: Reaction yield outcomes from USPTO patents with 853,638 reactions. Task: Predict the reaction yield, written as a fraction of the theoretical maximum amount of product (1.0 means a 100% yield; for example, 0.34 means a 34% yield). (1) The reactants are [F:1][C:2]([F:21])([F:20])[C:3]1[CH:19]=[CH:18][C:6]([O:7][C:8]2[CH:17]=[CH:16][C:11](/[C:12](/[NH2:15])=[N:13]/[OH:14])=[CH:10][CH:9]=2)=[CH:5][CH:4]=1.[F-].[CH2:23]([N+](CCCC)(CCCC)CCCC)[CH2:24]CC. The catalyst is C1COCC1. The product is [F:1][C:2]([F:20])([F:21])[C:3]1[CH:19]=[CH:18][C:6]([O:7][C:8]2[CH:17]=[CH:16][C:11]([C:12]3[N:15]=[C:23]([CH3:24])[O:14][N:13]=3)=[CH:10][CH:9]=2)=[CH:5][CH:4]=1. The yield is 0.120. (2) The reactants are C([O:3][C:4](=[O:29])[CH:5]([N:15]=C(C1C=CC=CC=1)C1C=CC=CC=1)[CH2:6][C:7]1[CH:12]=[CH:11][C:10]([Cl:13])=[CH:9][C:8]=1[CH3:14])C. The catalyst is Cl. The product is [NH2:15][CH:5]([CH2:6][C:7]1[CH:12]=[CH:11][C:10]([Cl:13])=[CH:9][C:8]=1[CH3:14])[C:4]([OH:29])=[O:3]. The yield is 0.720.